Dataset: Forward reaction prediction with 1.9M reactions from USPTO patents (1976-2016). Task: Predict the product of the given reaction. (1) Given the reactants [OH:1][CH2:2][CH2:3][N:4]1[C:12]([C:13]2[CH:18]=[CH:17][CH:16]=[CH:15][CH:14]=2)=[C:11]2[C:6]([N:7]([CH3:22])[C:8](=[O:21])[N:9]([CH3:20])[C:10]2=[O:19])=[CH:5]1.[O-]S(C(F)(F)F)(=O)=O.[Bi+3].[O-]S(C(F)(F)F)(=O)=O.[O-]S(C(F)(F)F)(=O)=O.[CH3:48][C:49]1[O:53][C:52]([CH:54]=O)=[CH:51][CH:50]=1, predict the reaction product. The product is: [CH3:22][N:7]1[C:6]2=[C:5]3[N:4]([C:12]([C:13]4[CH:18]=[CH:17][CH:16]=[CH:15][CH:14]=4)=[C:11]2[C:10](=[O:19])[N:9]([CH3:20])[C:8]1=[O:21])[CH2:3][CH2:2][O:1][CH:54]3[C:52]1[O:53][C:49]([CH3:48])=[CH:50][CH:51]=1. (2) Given the reactants Br[C:2]1[N:7]=[C:6]2[N:8]([C@@H:13]3[C:21]4[C:16](=[CH:17][C:18]([C:22]5[CH:27]=[CH:26][CH:25]=[CH:24][C:23]=5[C:28]5[N:32]([C:33]([C:46]6[CH:51]=[CH:50][CH:49]=[CH:48][CH:47]=6)([C:40]6[CH:45]=[CH:44][CH:43]=[CH:42][CH:41]=6)[C:34]6[CH:39]=[CH:38][CH:37]=[CH:36][CH:35]=6)[N:31]=[N:30][N:29]=5)=[CH:19][CH:20]=4)[CH2:15][CH2:14]3)[C:9]([CH2:11][CH3:12])=[N:10][C:5]2=[C:4]([CH3:52])[CH:3]=1.[CH3:53][CH:54]([OH:57])[C:55]#[CH:56], predict the reaction product. The product is: [CH2:11]([C:9]1[N:8]([CH:13]2[C:21]3[C:16](=[CH:17][C:18]([C:22]4[CH:27]=[CH:26][CH:25]=[CH:24][C:23]=4[C:28]4[N:32]([C:33]([C:40]5[CH:41]=[CH:42][CH:43]=[CH:44][CH:45]=5)([C:46]5[CH:47]=[CH:48][CH:49]=[CH:50][CH:51]=5)[C:34]5[CH:39]=[CH:38][CH:37]=[CH:36][CH:35]=5)[N:31]=[N:30][N:29]=4)=[CH:19][CH:20]=3)[CH2:15][CH2:14]2)[C:6]2=[N:7][C:2]([C:56]#[C:55][C@@H:54]([OH:57])[CH3:53])=[CH:3][C:4]([CH3:52])=[C:5]2[N:10]=1)[CH3:12]. (3) Given the reactants Cl[C:2]1[CH:7]=[C:6]([N+:8]([O-:10])=[O:9])[C:5]([CH3:11])=[CH:4][N+:3]=1[O-:12].[NH2:13][C@@H:14]1[CH2:19][CH2:18][C@H:17]([NH:20][C:21](=[O:30])[C:22]2[CH:27]=[CH:26][C:25]([F:28])=[C:24]([Cl:29])[CH:23]=2)[CH2:16][CH2:15]1.C([O-])(O)=O.[Na+], predict the reaction product. The product is: [Cl:29][C:24]1[CH:23]=[C:22]([CH:27]=[CH:26][C:25]=1[F:28])[C:21]([NH:20][C@H:17]1[CH2:16][CH2:15][C@@H:14]([NH:13][C:2]2[CH:7]=[C:6]([N+:8]([O-:10])=[O:9])[C:5]([CH3:11])=[CH:4][N+:3]=2[O-:12])[CH2:19][CH2:18]1)=[O:30]. (4) Given the reactants [CH2:1]([C@@H:5]1[NH:10][CH2:9][C@H:8]([CH2:11][CH:12]([CH3:14])[CH3:13])[NH:7][C:6]1=[O:15])[CH:2]([CH3:4])[CH3:3].[F:16][C:17]1[CH:22]=[C:21]([F:23])[CH:20]=[CH:19][C:18]=1[C@@H:24]1[CH2:26][C@H:25]1[C:27](O)=[O:28].C([C@@H]1N(C(=O)/C=C/C2C=CC=CC=2)C[C@H](CC(C)C)NC1=O)C(C)C, predict the reaction product. The product is: [F:16][C:17]1[CH:22]=[C:21]([F:23])[CH:20]=[CH:19][C:18]=1[C@@H:24]1[CH2:26][C@H:25]1[C:27]([N:10]1[CH2:9][C@H:8]([CH2:11][CH:12]([CH3:14])[CH3:13])[NH:7][C:6](=[O:15])[C@@H:5]1[CH2:1][CH:2]([CH3:4])[CH3:3])=[O:28]. (5) Given the reactants [N:1]1[CH:6]=[CH:5][CH:4]=[CH:3][C:2]=1[CH2:7][CH2:8]O.S(Cl)([Cl:12])=O, predict the reaction product. The product is: [ClH:12].[Cl:12][CH2:8][CH2:7][C:2]1[CH:3]=[CH:4][CH:5]=[CH:6][N:1]=1. (6) Given the reactants [CH3:1][O:2][C:3]([C:5]1[CH:10]=[CH:9][C:8]([CH3:11])=[CH:7][CH:6]=1)=[O:4].C1C(=O)N([Br:19])C(=O)C1, predict the reaction product. The product is: [CH3:1][O:2][C:3]([C:5]1[CH:10]=[CH:9][C:8]([CH2:11][Br:19])=[CH:7][CH:6]=1)=[O:4]. (7) Given the reactants N1([C:6]([N:8]2[CH:12]=[CH:11][N:10]=[CH:9]2)=[NH:7])C=CN=C1.NC1[C:19]([OH:20])=[CH:18]C=CN=1, predict the reaction product. The product is: [O:20]1[C:19]2[C:9](=[N:10][CH:11]=[CH:12][CH:18]=2)[N:8]=[C:6]1[NH2:7]. (8) The product is: [Cl:1][C:2]1[C:3]([C:14]([NH:27][C@@H:26]2[CH2:29][CH2:21][C@H:24]([OH:28])[CH2:25]2)=[O:16])=[N:4][O:5][C:6]=1[C:7]1[CH:8]=[CH:9][C:10]([Cl:13])=[CH:11][CH:12]=1. Given the reactants [Cl:1][C:2]1[C:3]([C:14]([OH:16])=O)=[N:4][O:5][C:6]=1[C:7]1[CH:12]=[CH:11][C:10]([Cl:13])=[CH:9][CH:8]=1.ClC1C=C[C:21]([C:24]2[O:28][N:27]=[C:26]([C:29](O)=O)[C:25]=2C)=CC=1, predict the reaction product. (9) Given the reactants [Br:1][C:2]1[CH:3]=[C:4]2[NH:10][C:9](=O)[NH:8][C:5]2=[N:6][CH:7]=1.O=P(Cl)(Cl)[Cl:14], predict the reaction product. The product is: [Br:1][C:2]1[CH:3]=[C:4]2[N:10]=[C:9]([Cl:14])[NH:8][C:5]2=[N:6][CH:7]=1.